This data is from Forward reaction prediction with 1.9M reactions from USPTO patents (1976-2016). The task is: Predict the product of the given reaction. (1) Given the reactants [C:1](Cl)(=[O:5])[C:2](Cl)=[O:3].C[C:8]1[NH:9][C:10]2[C:15]([CH:16]=1)=[CH:14][C:13]([N+:17]([O-:19])=[O:18])=[CH:12][CH:11]=2.C1(=O)[NH:24]C(=O)C2=CC=CC=C12, predict the reaction product. The product is: [NH2:24][C:1](=[O:5])[C:2]([C:16]1[C:15]2[C:10](=[CH:11][CH:12]=[C:13]([N+:17]([O-:19])=[O:18])[CH:14]=2)[NH:9][CH:8]=1)=[O:3]. (2) Given the reactants Br[C:2]1[CH:3]=[N:4][C:5]([NH:8][C:9]2[CH:10]=[CH:11][C:12]([F:28])=[C:13]([CH:27]=2)[O:14][CH2:15][CH2:16][N:17]2[CH2:22][CH2:21][CH:20]([C:23]([O:25][CH3:26])=[O:24])[CH2:19][CH2:18]2)=[N:6][CH:7]=1.[F:29][CH:30]([F:47])[O:31][C:32]1[CH:37]=[CH:36][C:35](B2OC(C)(C)C(C)(C)O2)=[CH:34][CH:33]=1.C([O-])([O-])=O.[K+].[K+], predict the reaction product. The product is: [F:29][CH:30]([F:47])[O:31][C:32]1[CH:37]=[CH:36][C:35]([C:2]2[CH:3]=[N:4][C:5]([NH:8][C:9]3[CH:10]=[CH:11][C:12]([F:28])=[C:13]([CH:27]=3)[O:14][CH2:15][CH2:16][N:17]3[CH2:22][CH2:21][CH:20]([C:23]([O:25][CH3:26])=[O:24])[CH2:19][CH2:18]3)=[N:6][CH:7]=2)=[CH:34][CH:33]=1.